This data is from Forward reaction prediction with 1.9M reactions from USPTO patents (1976-2016). The task is: Predict the product of the given reaction. (1) Given the reactants [C:1]([C:3]1[CH:8]=[CH:7][C:6]([C:9]2[O:10][C:11]3[CH:17]=[CH:16][C:15]([OH:18])=[CH:14][C:12]=3[N:13]=2)=[CH:5][CH:4]=1)#[N:2].[CH2:19]([CH:21]1[O:23][CH2:22]1)Cl.[OH-].[K+].O, predict the reaction product. The product is: [CH2:19]([O:18][C:15]1[CH:16]=[CH:17][C:11]2[O:10][C:9]([C:6]3[CH:7]=[CH:8][C:3]([C:1]#[N:2])=[CH:4][CH:5]=3)=[N:13][C:12]=2[CH:14]=1)[CH:21]1[O:23][CH2:22]1. (2) The product is: [CH:35]1([CH2:34][S:31]([C:26]2[CH:27]=[CH:28][CH:29]=[CH:30][C:25]=2[C:6]2[CH:5]=[CH:4][C:3]([C:17]3[CH:22]=[N:21][C:20]([NH2:23])=[N:19][CH:18]=3)=[C:2]([F:1])[CH:7]=2)(=[O:32])=[O:33])[CH2:36][CH2:37]1. Given the reactants [F:1][C:2]1[CH:7]=[C:6](B2OC(C)(C)C(C)(C)O2)[CH:5]=[CH:4][C:3]=1[C:17]1[CH:18]=[N:19][C:20]([NH2:23])=[N:21][CH:22]=1.Br[C:25]1[CH:30]=[CH:29][CH:28]=[CH:27][C:26]=1[S:31]([CH2:34][CH:35]1[CH2:37][CH2:36]1)(=[O:33])=[O:32], predict the reaction product. (3) Given the reactants [CH3:1][C:2]1[CH:7]=[CH:6][C:5]([C:8]2[CH:12]=[CH:11][NH:10][CH:9]=2)=[CH:4][CH:3]=1.O=P(Cl)(Cl)Cl.CN([CH:21]=[O:22])C, predict the reaction product. The product is: [CH:21]([C:9]1[NH:10][CH:11]=[CH:12][C:8]=1[C:5]1[CH:4]=[CH:3][C:2]([CH3:1])=[CH:7][CH:6]=1)=[O:22]. (4) Given the reactants [Si:1](Cl)([C:4]([CH3:7])([CH3:6])[CH3:5])([CH3:3])[CH3:2].[Cl:9][C:10]1[CH:11]=[C:12]([C@@H:16]2[C@@H:21]([C:22]3[CH:27]=[CH:26][C:25]([Cl:28])=[CH:24][CH:23]=3)[N:20]([C@@H:29]([CH:32]3[CH2:34][CH2:33]3)[CH2:30][OH:31])[C:19](=[O:35])[CH2:18][O:17]2)[CH:13]=[CH:14][CH:15]=1.N1C=CN=C1, predict the reaction product. The product is: [Si:1]([O:31][CH2:30][C@@H:29]([N:20]1[C@H:21]([C:22]2[CH:23]=[CH:24][C:25]([Cl:28])=[CH:26][CH:27]=2)[C@@H:16]([C:12]2[CH:13]=[CH:14][CH:15]=[C:10]([Cl:9])[CH:11]=2)[O:17][CH2:18][C:19]1=[O:35])[CH:32]1[CH2:33][CH2:34]1)([C:4]([CH3:7])([CH3:6])[CH3:5])([CH3:3])[CH3:2]. (5) Given the reactants [C:1]([O:5][C:6]([NH:8][C@@H:9]([CH2:13][CH2:14][CH2:15][CH2:16][CH2:17][CH:18]=[CH2:19])[C:10]([OH:12])=O)=[O:7])([CH3:4])([CH3:3])[CH3:2].[CH3:20][O:21][C:22]([C@@H:24]1[CH2:28][C@@H:27]([OH:29])[CH2:26][NH:25]1)=[O:23].CN1CCOCC1.CN(C(ON1N=NC2C=CC=NC1=2)=[N+](C)C)C.F[P-](F)(F)(F)(F)F, predict the reaction product. The product is: [CH3:20][O:21][C:22]([C@@H:24]1[CH2:28][C@@H:27]([OH:29])[CH2:26][N:25]1[C:10](=[O:12])[C@@H:9]([NH:8][C:6]([O:5][C:1]([CH3:2])([CH3:3])[CH3:4])=[O:7])[CH2:13][CH2:14][CH2:15][CH2:16][CH2:17][CH:18]=[CH2:19])=[O:23]. (6) Given the reactants [Cl:1][C:2]1[N:3]=[C:4](Cl)[C:5]2[CH:10]=[CH:9][N:8]([S:11]([C:14]3[CH:19]=[CH:18][C:17]([CH3:20])=[CH:16][CH:15]=3)(=[O:13])=[O:12])[C:6]=2[N:7]=1.[NH2:22][C:23]1[CH:31]=[CH:30][CH:29]=[CH:28][C:24]=1[C:25]([NH2:27])=[O:26], predict the reaction product. The product is: [Cl:1][C:2]1[N:3]=[C:4]([NH:22][C:23]2[CH:31]=[CH:30][CH:29]=[CH:28][C:24]=2[C:25]([NH2:27])=[O:26])[C:5]2[CH:10]=[CH:9][N:8]([S:11]([C:14]3[CH:19]=[CH:18][C:17]([CH3:20])=[CH:16][CH:15]=3)(=[O:13])=[O:12])[C:6]=2[N:7]=1. (7) Given the reactants [F:1][C:2]1[CH:11]=[C:10]2[C:5]([CH:6]=[CH:7][CH:8]=[N:9]2)=[CH:4][C:3]=1[CH2:12][N:13]1[C:17]2=[N:18][C:19]([C:22]3[CH:23]=[N:24][NH:25][CH:26]=3)=[CH:20][N:21]=[C:16]2[N:15]=[N:14]1.I[CH2:28][CH2:29][OH:30].C([O-])([O-])=O.[K+].[K+], predict the reaction product. The product is: [F:1][C:2]1[CH:11]=[C:10]2[C:5]([CH:6]=[CH:7][CH:8]=[N:9]2)=[CH:4][C:3]=1[CH2:12][N:13]1[C:17]2=[N:18][C:19]([C:22]3[CH:26]=[N:25][N:24]([CH2:28][CH2:29][OH:30])[CH:23]=3)=[CH:20][N:21]=[C:16]2[N:15]=[N:14]1.